Task: Regression. Given a peptide amino acid sequence and an MHC pseudo amino acid sequence, predict their binding affinity value. This is MHC class I binding data.. Dataset: Peptide-MHC class I binding affinity with 185,985 pairs from IEDB/IMGT (1) The peptide sequence is SSLENFRAYV. The MHC is HLA-A68:02 with pseudo-sequence HLA-A68:02. The binding affinity (normalized) is 0.707. (2) The peptide sequence is RQFPQAFEF. The MHC is Mamu-B3901 with pseudo-sequence Mamu-B3901. The binding affinity (normalized) is 0.786.